Dataset: Forward reaction prediction with 1.9M reactions from USPTO patents (1976-2016). Task: Predict the product of the given reaction. Given the reactants C([N:8]1[C:20]2[C:19]([OH:21])=[C:18]3[N:22](C(OC(C)(C)C)=O)[C:23]4[CH:24]=[CH:25][C:26]([F:29])=[CH:27][C:28]=4[C:17]3=[CH:16][C:15]=2[C:14]2[C:9]1=[CH:10][CH:11]=[C:12]([F:37])[CH:13]=2)(OC(C)(C)C)=O.Br[CH2:39][CH2:40][CH2:41][NH:42]C(=O)OC(C)(C)C.C([O-])([O-])=O.[Cs+].[Cs+], predict the reaction product. The product is: [F:37][C:12]1[CH:13]=[C:14]2[C:9](=[CH:10][CH:11]=1)[NH:8][C:20]1[C:19]([O:21][CH2:39][CH2:40][CH2:41][NH2:42])=[C:18]3[NH:22][C:23]4[CH:24]=[CH:25][C:26]([F:29])=[CH:27][C:28]=4[C:17]3=[CH:16][C:15]2=1.